Dataset: Full USPTO retrosynthesis dataset with 1.9M reactions from patents (1976-2016). Task: Predict the reactants needed to synthesize the given product. (1) Given the product [CH3:1][O:2][C:3]1[CH:4]=[C:5]2[C:9](=[CH:10][C:11]=1[N+:12]([O-:14])=[O:13])[N:8]([C:27](=[O:28])[CH2:26][O:25][CH3:24])[CH2:7][CH2:6]2, predict the reactants needed to synthesize it. The reactants are: [CH3:1][O:2][C:3]1[CH:4]=[C:5]2[C:9](=[CH:10][C:11]=1[N+:12]([O-:14])=[O:13])[NH:8][CH2:7][CH2:6]2.C(N(C(C)C)CC)(C)C.[CH3:24][O:25][CH2:26][C:27](Cl)=[O:28]. (2) Given the product [F:7][C:8]1[CH:9]=[C:10]([CH:20]=[CH:21][CH:22]=1)[O:11][CH2:12][CH2:13][CH2:14][C:15]([OH:17])=[O:16], predict the reactants needed to synthesize it. The reactants are: [OH-].[K+].O.C(O)C.[F:7][C:8]1[CH:9]=[C:10]([CH:20]=[CH:21][CH:22]=1)[O:11][CH2:12][CH2:13][CH2:14][C:15]([O:17]CC)=[O:16]. (3) Given the product [C:1]([C:4]1[C:22](=[O:23])[C@@:8]2([CH3:24])[C:9]3[C:15]([OH:16])=[CH:14][C:13]([O:17][CH3:18])=[C:12]([C:19]([NH:21][CH2:30][C:29]4[C:28]([CH2:26][CH3:27])=[C:35]([CH2:36][CH3:37])[CH:34]=[C:33]([CH2:38][CH3:39])[C:32]=4[CH2:40][CH3:41])=[O:20])[C:10]=3[O:11][C:7]2=[CH:6][C:5]=1[OH:25])(=[O:3])[CH3:2], predict the reactants needed to synthesize it. The reactants are: [C:1]([C:4]1[C:22](=[O:23])[C@@:8]2([CH3:24])[C:9]3[C:15]([OH:16])=[CH:14][C:13]([O:17][CH3:18])=[C:12]([C:19]([NH2:21])=[O:20])[C:10]=3[O:11][C:7]2=[CH:6][C:5]=1[OH:25])(=[O:3])[CH3:2].[CH2:26]([C:28]1[C:35]([CH2:36][CH3:37])=[CH:34][C:33]([CH2:38][CH3:39])=[C:32]([CH2:40][CH3:41])[C:29]=1[CH:30]=O)[CH3:27].C([SiH](CC)CC)C.FC(F)(F)C(O)=O. (4) Given the product [C:1]([N:5]([CH2:13][CH2:14][CH2:15][O:16][CH2:17][C:18]#[C:19][C:20]1[S:24][CH:23]=[N:22][CH:21]=1)[C:6](=[O:12])[C:7]([OH:9])=[O:8])([CH3:4])([CH3:2])[CH3:3], predict the reactants needed to synthesize it. The reactants are: [C:1]([N:5]([CH2:13][CH2:14][CH2:15][O:16][CH2:17][C:18]#[C:19][C:20]1[S:24][CH:23]=[N:22][CH:21]=1)[C:6](=[O:12])[C:7]([O:9]CC)=[O:8])([CH3:4])([CH3:3])[CH3:2].[OH-].[K+].Cl. (5) Given the product [C:1]1([S:7]([N:10]2[C:14]3=[N:15][CH:16]=[CH:17][CH:18]=[C:13]3[CH:12]=[C:11]2[C:19]([C:45]2[CH:44]=[CH:43][C:42]3[O:37][CH2:38][CH2:39][O:40][C:41]=3[CH:46]=2)=[CH:20][CH:21]2[CH2:25][CH2:24][CH2:23][CH2:22]2)(=[O:9])=[O:8])[CH:2]=[CH:3][CH:4]=[CH:5][CH:6]=1, predict the reactants needed to synthesize it. The reactants are: [C:1]1([S:7]([N:10]2[C:14]3=[N:15][CH:16]=[CH:17][CH:18]=[C:13]3[CH:12]=[C:11]2[C:19](OS(C2C=CC(C)=CC=2)(=O)=O)=[CH:20][CH:21]2[CH2:25][CH2:24][CH2:23][CH2:22]2)(=[O:9])=[O:8])[CH:6]=[CH:5][CH:4]=[CH:3][CH:2]=1.[O:37]1[C:42]2[CH:43]=[CH:44][C:45](B(O)O)=[CH:46][C:41]=2[O:40][CH2:39][CH2:38]1.C(=O)([O-])[O-].[Na+].[Na+]. (6) Given the product [CH2:1]([O:8][C:9]1[CH:18]=[C:17]2[C:12]([C:13]([O:24][S:32]([C:35]([F:38])([F:37])[F:36])(=[O:33])=[O:31])=[CH:14][C:15]([C:19]([O:21][CH2:22][CH3:23])=[O:20])=[CH:16]2)=[CH:11][CH:10]=1)[C:2]1[CH:3]=[CH:4][CH:5]=[CH:6][CH:7]=1, predict the reactants needed to synthesize it. The reactants are: [CH2:1]([O:8][C:9]1[CH:18]=[C:17]2[C:12]([C:13]([OH:24])=[CH:14][C:15]([C:19]([O:21][CH2:22][CH3:23])=[O:20])=[CH:16]2)=[CH:11][CH:10]=1)[C:2]1[CH:7]=[CH:6][CH:5]=[CH:4][CH:3]=1.N1C=CC=CC=1.[O:31](S(C(F)(F)F)(=O)=O)[S:32]([C:35]([F:38])([F:37])[F:36])(=O)=[O:33].[NH4+].[Cl-]. (7) Given the product [N+:9]([C:17]1[CH:16]=[CH:15][C:14]2[CH:13]3[CH2:30][CH:20]([CH2:21][N:22]([C:24](=[O:29])[C:25]([F:27])([F:26])[F:28])[CH2:23]3)[C:19]=2[CH:18]=1)([O-:12])=[O:10], predict the reactants needed to synthesize it. The reactants are: FC(F)(F)S(O)(=O)=O.[N+:9]([O-:12])(O)=[O:10].[CH:13]12[CH2:30][CH:20]([CH2:21][N:22]([C:24](=[O:29])[C:25]([F:28])([F:27])[F:26])[CH2:23]1)[C:19]1[CH:18]=[CH:17][CH:16]=[CH:15][C:14]2=1.